Dataset: Peptide-MHC class I binding affinity with 185,985 pairs from IEDB/IMGT. Task: Regression. Given a peptide amino acid sequence and an MHC pseudo amino acid sequence, predict their binding affinity value. This is MHC class I binding data. The peptide sequence is SQSDTVFDH. The MHC is HLA-A24:02 with pseudo-sequence HLA-A24:02. The binding affinity (normalized) is 0.